Dataset: Forward reaction prediction with 1.9M reactions from USPTO patents (1976-2016). Task: Predict the product of the given reaction. Given the reactants CCN=C=NCCCN(C)C.C1C=CC2N(O)N=NC=2C=1.[Cl:22][C:23]1[CH:24]=[C:25]([C:33]([OH:35])=O)[CH:26]=[N:27][C:28]=1[O:29][CH:30]([CH3:32])[CH3:31].O[NH:37]/[C:38](=[N:55]\[H])/[C:39]1[CH:47]=[C:46]2[C:42]([C:43]([CH2:48][CH2:49][C:50]([O:52][CH2:53][CH3:54])=[O:51])=[CH:44][NH:45]2)=[CH:41][CH:40]=1.CCCC[N+](CCCC)(CCCC)CCCC.[F-], predict the reaction product. The product is: [Cl:22][C:23]1[CH:24]=[C:25]([C:33]2[O:35][N:55]=[C:38]([C:39]3[CH:47]=[C:46]4[C:42]([C:43]([CH2:48][CH2:49][C:50]([O:52][CH2:53][CH3:54])=[O:51])=[CH:44][NH:45]4)=[CH:41][CH:40]=3)[N:37]=2)[CH:26]=[N:27][C:28]=1[O:29][CH:30]([CH3:31])[CH3:32].